This data is from Catalyst prediction with 721,799 reactions and 888 catalyst types from USPTO. The task is: Predict which catalyst facilitates the given reaction. (1) Reactant: [C:1]([C:4]1[CH:47]=[CH:46][C:7]([CH2:8][O:9][CH:10]2[CH:15]([C:16]3[CH:21]=[CH:20][C:19]([O:22][CH2:23][CH2:24][CH2:25][O:26][CH2:27][C:28]4[CH:33]=[CH:32][CH:31]=[CH:30][C:29]=4[O:34][CH3:35])=[CH:18][CH:17]=3)[CH2:14][CH2:13][N:12]([C:36]([O:38][CH2:39][C:40]3[CH:45]=[CH:44][CH:43]=[CH:42][CH:41]=3)=[O:37])[CH2:11]2)=[CH:6][C:5]=1[O:48][CH2:49][CH2:50][CH2:51][O:52][CH3:53])(O)=[O:2].C(Cl)(=O)C([Cl:57])=O.CN(C)C=O. Product: [Cl:57][C:1]([C:4]1[CH:47]=[CH:46][C:7]([CH2:8][O:9][CH:10]2[CH:15]([C:16]3[CH:21]=[CH:20][C:19]([O:22][CH2:23][CH2:24][CH2:25][O:26][CH2:27][C:28]4[CH:33]=[CH:32][CH:31]=[CH:30][C:29]=4[O:34][CH3:35])=[CH:18][CH:17]=3)[CH2:14][CH2:13][N:12]([C:36]([O:38][CH2:39][C:40]3[CH:45]=[CH:44][CH:43]=[CH:42][CH:41]=3)=[O:37])[CH2:11]2)=[CH:6][C:5]=1[O:48][CH2:49][CH2:50][CH2:51][O:52][CH3:53])=[O:2]. The catalyst class is: 4. (2) Reactant: [F:1][C:2]([F:22])([F:21])[C:3]([N:5]1[CH2:10][CH2:9][CH:8]([C:11]2[CH:16]=[CH:15][C:14]([S:17](Cl)(=[O:19])=[O:18])=[CH:13][CH:12]=2)[CH2:7][CH2:6]1)=[O:4].[NH2:23][C:24]1[S:25][CH:26]=[CH:27][N:28]=1. Product: [S:25]1[CH:26]=[CH:27][N:28]=[C:24]1[NH:23][S:17]([C:14]1[CH:15]=[CH:16][C:11]([CH:8]2[CH2:9][CH2:10][N:5]([C:3](=[O:4])[C:2]([F:22])([F:21])[F:1])[CH2:6][CH2:7]2)=[CH:12][CH:13]=1)(=[O:19])=[O:18]. The catalyst class is: 17.